Dataset: Full USPTO retrosynthesis dataset with 1.9M reactions from patents (1976-2016). Task: Predict the reactants needed to synthesize the given product. (1) Given the product [C:15]1([CH3:18])[CH:14]=[CH:13][C:12]([S:9]([NH:8][CH2:1][CH:21]=[CH:22][C:23]2[CH:45]=[CH:44][C:26]([C:27]([NH:29][C:30]3[CH:35]=[CH:34][CH:33]=[CH:32][C:31]=3[NH:36][C:37](=[O:43])[O:38][C:39]([CH3:40])([CH3:41])[CH3:42])=[O:28])=[CH:25][CH:24]=2)(=[O:10])=[O:11])=[CH:17][CH:16]=1, predict the reactants needed to synthesize it. The reactants are: [C:1]([NH:8][S:9]([C:12]1[CH:17]=[CH:16][C:15]([CH3:18])=[CH:14][CH:13]=1)(=[O:11])=[O:10])(OC(C)(C)C)=O.OC[CH:21]=[CH:22][C:23]1[CH:45]=[CH:44][C:26]([C:27]([NH:29][C:30]2[CH:35]=[CH:34][CH:33]=[CH:32][C:31]=2[NH:36][C:37](=[O:43])[O:38][C:39]([CH3:42])([CH3:41])[CH3:40])=[O:28])=[CH:25][CH:24]=1.N(C(OCC)=O)=NC(OCC)=O. (2) Given the product [Cl:13][C:5]1[C:4]2[C:3](=[CH:11][CH:10]=[CH:9][CH:8]=2)[CH:2]=[C:1]([Cl:14])[N:6]=1, predict the reactants needed to synthesize it. The reactants are: [C:1]1(=O)[NH:6][C:5](=O)[C:4]2=[CH:8][CH:9]=[CH:10][CH:11]=[C:3]2[CH2:2]1.[Cl-:13].[Cl-:14].C1(P(=O)([O-])[O-])C=CC=CC=1.C(=O)([O-])[O-].[Na+].[Na+]. (3) Given the product [CH2:15]([O:17][C:18]([C:20]1[N:21]([C:49]2[CH:54]=[CH:53][C:52]([O:55][CH:56]([CH3:57])[CH3:58])=[CH:51][CH:50]=2)[C:22]2[C:27]([C:28]=1[N:29]([CH2:30][CH2:31][CH2:32][C:33]1[CH:38]=[CH:37][CH:36]=[CH:35][CH:34]=1)[C:8](=[O:9])[C:7]1[CH:11]=[CH:12][C:4]([O:3][C:2]([F:14])([F:13])[F:1])=[CH:5][CH:6]=1)=[CH:26][C:25]([C:39]1[CH:40]=[CH:41][C:42]([O:45][CH:46]([CH3:48])[CH3:47])=[CH:43][CH:44]=1)=[CH:24][CH:23]=2)=[O:19])[CH3:16], predict the reactants needed to synthesize it. The reactants are: [F:1][C:2]([F:14])([F:13])[O:3][C:4]1[CH:12]=[CH:11][C:7]([C:8](Cl)=[O:9])=[CH:6][CH:5]=1.[CH2:15]([O:17][C:18]([C:20]1[N:21]([C:49]2[CH:54]=[CH:53][C:52]([O:55][CH:56]([CH3:58])[CH3:57])=[CH:51][CH:50]=2)[C:22]2[C:27]([C:28]=1[NH:29][CH2:30][CH2:31][CH2:32][C:33]1[CH:38]=[CH:37][CH:36]=[CH:35][CH:34]=1)=[CH:26][C:25]([C:39]1[CH:44]=[CH:43][C:42]([O:45][CH:46]([CH3:48])[CH3:47])=[CH:41][CH:40]=1)=[CH:24][CH:23]=2)=[O:19])[CH3:16].C([O-])(O)=O.[Na+]. (4) Given the product [NH2:36][C:37]1[CH:44]=[C:43]([C:16]2[CH:15]=[CH:14][C:12]3[S:13][C:9]([C:4]4[CH:3]=[C:2]([Cl:1])[CH:7]=[C:6]([Cl:8])[CH:5]=4)([C:26]([F:28])([F:27])[F:29])[CH2:10][C:11]=3[CH:17]=2)[CH:42]=[CH:41][C:38]=1[C:39]#[N:40], predict the reactants needed to synthesize it. The reactants are: [Cl:1][C:2]1[CH:3]=[C:4]([C:9]2([C:26]([F:29])([F:28])[F:27])[S:13][C:12]3[CH:14]=[CH:15][C:16](OS(C(F)(F)F)(=O)=O)=[CH:17][C:11]=3[CH2:10]2)[CH:5]=[C:6]([Cl:8])[CH:7]=1.C(=O)([O-])[O-].[K+].[K+].[NH2:36][C:37]1[CH:44]=[C:43](B2OC(C)(C)C(C)(C)O2)[CH:42]=[CH:41][C:38]=1[C:39]#[N:40]. (5) Given the product [CH2:1]([NH:8][C:9]1[CH:10]=[C:11]([Cl:18])[N:12]=[CH:13][C:14]=1[NH2:15])[C:2]1[CH:3]=[CH:4][CH:5]=[CH:6][CH:7]=1, predict the reactants needed to synthesize it. The reactants are: [CH2:1]([NH:8][C:9]1[C:14]([N+:15]([O-])=O)=[CH:13][N:12]=[C:11]([Cl:18])[CH:10]=1)[C:2]1[CH:7]=[CH:6][CH:5]=[CH:4][CH:3]=1.[Cl-].[NH4+].C(O)C. (6) Given the product [CH:20]1[C:21]2[C:26](=[CH:25][CH:24]=[CH:23][CH:22]=2)[CH:27]=[CH:28][C:19]=1[CH2:18][CH2:12][C:10](=[O:11])[CH2:9][C:8]([O:14][CH2:15][CH3:16])=[O:13], predict the reactants needed to synthesize it. The reactants are: C(NC(C)C)(C)C.[C:8]([O:14][CH2:15][CH3:16])(=[O:13])[CH2:9][C:10]([CH3:12])=[O:11].Br[CH2:18][C:19]1[CH:28]=[CH:27][C:26]2[C:21](=[CH:22][CH:23]=[CH:24][CH:25]=2)[CH:20]=1.